This data is from Experimentally validated miRNA-target interactions with 360,000+ pairs, plus equal number of negative samples. The task is: Binary Classification. Given a miRNA mature sequence and a target amino acid sequence, predict their likelihood of interaction. The miRNA is cel-miR-253-3p with sequence UUAGUAGGCGUUGUGGGAAGGG. The protein sequence of the target gene is MLNNLLLFSLQISLIGTTLGGNVLIWPMEGSHWLNVKIIIDELIKKEHNVTVLVASGALFITPTSNPSLTFEIYRVPFGKERIEGVIKDFVLTWLENRPSPSTIWRFYQEMAKVIKDFHMVSQEICDGVLKNQQLMAKLKKSKFEVLVSDPVFPCGDIVALKLGIPFMYSLRFSPASTVEKHCGKVPYPPSYVPAVLSELTDQMSFTDRIRNFISYHLQDYMFETLWKSWDSYYSKALGRPTTLCETMGKAEIWLIRTYWDFEFPRPYLPNFEFVGGLHCKPAKPLPKEMEEFIQSSGKN.... Result: 0 (no interaction).